Dataset: Forward reaction prediction with 1.9M reactions from USPTO patents (1976-2016). Task: Predict the product of the given reaction. (1) Given the reactants N1(C(N)=O)CC=CCC1.[Cl:10][C:11]1[CH:12]=[C:13]([NH:18][C:19]([N:21]2[CH2:26][CH2:25][C:24](=[CH:27][CH:28]3[CH2:33][CH2:32][CH2:31][N:30]([CH2:34][CH3:35])[CH2:29]3)[CH2:23][CH2:22]2)=[O:20])[CH:14]=[CH:15][C:16]=1[Cl:17], predict the reaction product. The product is: [Cl:10][C:11]1[CH:12]=[C:13]([NH:18][C:19]([N:21]2[CH2:22][CH2:23][CH:24]([CH2:27][CH:28]3[CH2:33][CH2:32][CH2:31][N:30]([CH2:34][CH3:35])[CH2:29]3)[CH2:25][CH2:26]2)=[O:20])[CH:14]=[CH:15][C:16]=1[Cl:17]. (2) Given the reactants Cl[O-:2].[Na+].[Cl:4][C:5]1[C:10]([CH3:11])=[CH:9][C:8]([C:12](=[O:14])C)=[C:7]([F:15])[CH:6]=1.Cl, predict the reaction product. The product is: [Cl:4][C:5]1[C:10]([CH3:11])=[CH:9][C:8]([C:12]([OH:14])=[O:2])=[C:7]([F:15])[CH:6]=1. (3) Given the reactants O[C:2]([CH3:30])([CH3:29])[CH2:3][N:4]1[CH:12](C)[C:11]2[C:6](=[CH:7][CH:8]=[C:9]([C:14]3[N:15]=[N:16][N:17]([C:20]4[CH:25]=[CH:24][C:23]([F:26])=[CH:22][C:21]=4[F:27])[C:18]=3[CH3:19])[CH:10]=2)[C:5]1=[O:28].[CH3:31][S:32](Cl)(=[O:34])=[O:33].C([N:38](CC)CC)C, predict the reaction product. The product is: [CH3:31][S:32]([NH:38][C:2]([CH3:30])([CH3:29])[CH2:3][N:4]1[CH2:12][C:11]2[C:6](=[CH:7][CH:8]=[C:9]([C:14]3[N:15]=[N:16][N:17]([C:20]4[CH:25]=[CH:24][C:23]([F:26])=[CH:22][C:21]=4[F:27])[C:18]=3[CH3:19])[CH:10]=2)[C:5]1=[O:28])(=[O:34])=[O:33].